From a dataset of Catalyst prediction with 721,799 reactions and 888 catalyst types from USPTO. Predict which catalyst facilitates the given reaction. Reactant: O[C@H:2]1[CH2:11][N:10]2[C@H:4]([CH2:5][O:6][C:7]3[CH:16]=[CH:15][CH:14]=[CH:13][C:8]=3[C:9]2=[O:12])[CH2:3]1.C(N(S(F)(F)[F:23])CC)C.C([O-])(O)=O.[Na+]. Product: [F:23][C@@H:2]1[CH2:11][N:10]2[C@H:4]([CH2:5][O:6][C:7]3[CH:16]=[CH:15][CH:14]=[CH:13][C:8]=3[C:9]2=[O:12])[CH2:3]1. The catalyst class is: 13.